This data is from Forward reaction prediction with 1.9M reactions from USPTO patents (1976-2016). The task is: Predict the product of the given reaction. Given the reactants [OH:1][CH:2]1[CH2:7][CH2:6][CH:5]([C:8]([OH:10])=[O:9])[CH2:4][CH2:3]1.S(=O)(=O)(O)O.[C:16](OCC)(=O)C.C(=O)(O)[O-].[Na+], predict the reaction product. The product is: [OH:1][CH:2]1[CH2:7][CH2:6][CH:5]([C:8]([O:10][CH3:16])=[O:9])[CH2:4][CH2:3]1.